Dataset: Full USPTO retrosynthesis dataset with 1.9M reactions from patents (1976-2016). Task: Predict the reactants needed to synthesize the given product. (1) Given the product [F:1][C:2]1[C:14]([NH:15][CH2:16][C:17]2[CH:22]=[C:21]([C:23]3[CH:28]=[CH:27][CH:26]=[C:25]([F:29])[CH:24]=3)[CH:20]=[CH:19][C:18]=2[F:30])=[C:13]([F:31])[CH:12]=[CH:11][C:3]=1[O:4][CH2:5][C:6]([OH:8])=[O:7], predict the reactants needed to synthesize it. The reactants are: [F:1][C:2]1[C:14]([NH:15][CH2:16][C:17]2[CH:22]=[C:21]([C:23]3[CH:28]=[CH:27][CH:26]=[C:25]([F:29])[CH:24]=3)[CH:20]=[CH:19][C:18]=2[F:30])=[C:13]([F:31])[CH:12]=[CH:11][C:3]=1[O:4][CH2:5][C:6]([O:8]CC)=[O:7].O[Li].O.O. (2) Given the product [Br:35][CH:3]([C:2](=[O:1])[N:9]1[CH2:14][CH2:13][CH:12]([C:15]2[S:16][CH:17]=[C:18]([C:20]3[CH2:24][CH:23]([C:25]4[CH:30]=[CH:29][CH:28]=[CH:27][C:26]=4[O:31][CH2:32][C:33]#[CH:34])[O:22][N:21]=3)[N:19]=2)[CH2:11][CH2:10]1)[C:4]([O:6][CH2:7][CH3:8])=[O:5], predict the reactants needed to synthesize it. The reactants are: [O:1]=[C:2]([N:9]1[CH2:14][CH2:13][CH:12]([C:15]2[S:16][CH:17]=[C:18]([C:20]3[CH2:24][CH:23]([C:25]4[CH:30]=[CH:29][CH:28]=[CH:27][C:26]=4[O:31][CH2:32][C:33]#[CH:34])[O:22][N:21]=3)[N:19]=2)[CH2:11][CH2:10]1)[CH2:3][C:4]([O:6][CH2:7][CH3:8])=[O:5].[Br:35]N1C(=O)CCC1=O. (3) Given the product [N:1]1([CH2:7][C:9]2[CH:10]=[CH:11][C:12]([C:13]([NH:15][C:16]3[CH:17]=[CH:18][C:19]([O:22][C:23](=[O:32])[N:24]([CH3:31])[C:25]4[CH:30]=[CH:29][CH:28]=[CH:27][CH:26]=4)=[N:20][CH:21]=3)=[O:14])=[CH:33][CH:34]=2)[CH2:6][CH2:5][O:4][CH2:3][CH2:2]1, predict the reactants needed to synthesize it. The reactants are: [NH:1]1[CH2:6][CH2:5][O:4][CH2:3][CH2:2]1.[CH:7]([C:9]1[CH:34]=[CH:33][C:12]([C:13]([NH:15][C:16]2[CH:17]=[CH:18][C:19]([O:22][C:23](=[O:32])[N:24]([CH3:31])[C:25]3[CH:30]=[CH:29][CH:28]=[CH:27][CH:26]=3)=[N:20][CH:21]=2)=[O:14])=[CH:11][CH:10]=1)=O.C([BH3-])#N.[Na+]. (4) Given the product [CH2:52]([O:51][C:49]([NH:29][S:26]([C:18]1[S:19][C:20]([CH2:22][CH:23]([CH3:25])[CH3:24])=[CH:21][C:17]=1[C:13]1[CH:14]=[CH:15][CH:16]=[C:11]([C:9](=[O:10])[CH2:8][N:4]2[CH:5]=[CH:6][N:7]=[C:3]2[CH2:1][CH3:2])[CH:12]=1)(=[O:28])=[O:27])=[O:50])[CH2:53][CH2:54][CH3:55], predict the reactants needed to synthesize it. The reactants are: [CH2:1]([C:3]1[N:4]([CH2:8][C:9]([C:11]2[CH:12]=[C:13]([C:17]3[CH:21]=[C:20]([CH2:22][CH:23]([CH3:25])[CH3:24])[S:19][C:18]=3[S:26]([NH:29]C(C)(C)C)(=[O:28])=[O:27])[CH:14]=[CH:15][CH:16]=2)=[O:10])[CH:5]=[CH:6][N:7]=1)[CH3:2].C1(OC)C=CC=CC=1.C([O-])([O-])=O.[Na+].[Na+].Cl[C:49]([O:51][CH2:52][CH2:53][CH2:54][CH3:55])=[O:50]. (5) Given the product [CH3:1][C:2]1[CH:7]=[CH:6][C:5]([S:8]([O:11][CH2:12][CH:13]2[CH2:17][C:16]3[C:18]([C:26]4[CH:27]=[CH:28][CH:29]=[CH:30][C:25]=4[C:24]([F:35])([F:34])[F:23])=[CH:19][CH:20]=[CH:21][C:15]=3[O:14]2)(=[O:10])=[O:9])=[CH:4][CH:3]=1, predict the reactants needed to synthesize it. The reactants are: [CH3:1][C:2]1[CH:7]=[CH:6][C:5]([S:8]([O:11][CH2:12][CH:13]2[CH2:17][C:16]3[C:18](Br)=[CH:19][CH:20]=[CH:21][C:15]=3[O:14]2)(=[O:10])=[O:9])=[CH:4][CH:3]=1.[F:23][C:24]([F:35])([F:34])[C:25]1[CH:30]=[CH:29][CH:28]=[CH:27][C:26]=1B(O)O.C(=O)([O-])[O-].[K+].[K+]. (6) Given the product [Br:1][C:2]1[CH:3]=[C:4]([CH2:9][Br:17])[CH:5]=[C:6]([Br:8])[CH:7]=1, predict the reactants needed to synthesize it. The reactants are: [Br:1][C:2]1[CH:3]=[C:4]([CH3:9])[CH:5]=[C:6]([Br:8])[CH:7]=1.C1C(=O)N([Br:17])C(=O)C1.CC(N=NC(C#N)(C)C)(C#N)C.ClCCl. (7) The reactants are: [F:1][C:2]1[CH:8]=[CH:7][CH:6]=[CH:5][C:3]=1[NH2:4].C(N(CC)C(C)C)(C)C.CN(C1C=CC=CN=1)C.[C:27]1([O:33][C:34]2[CH:39]=[CH:38][CH:37]=[CH:36][C:35]=2[CH2:40][N:41]2[CH:45]=[CH:44][C:43]([C:46](Cl)=[O:47])=[N:42]2)[CH:32]=[CH:31][CH:30]=[CH:29][CH:28]=1. Given the product [F:1][C:2]1[CH:8]=[CH:7][CH:6]=[CH:5][C:3]=1[NH:4][C:46]([C:43]1[CH:44]=[CH:45][N:41]([CH2:40][C:35]2[CH:36]=[CH:37][CH:38]=[CH:39][C:34]=2[O:33][C:27]2[CH:32]=[CH:31][CH:30]=[CH:29][CH:28]=2)[N:42]=1)=[O:47], predict the reactants needed to synthesize it.